From a dataset of Catalyst prediction with 721,799 reactions and 888 catalyst types from USPTO. Predict which catalyst facilitates the given reaction. (1) Reactant: Br[C:2]1[CH:3]=[C:4]2[C:10]([NH:11][CH2:12][C:13]3[CH:18]=[CH:17][C:16]([F:19])=[C:15]([F:20])[CH:14]=3)=[N:9][N:8]([CH2:21][C:22]3[CH:27]=[CH:26][C:25]([O:28][CH3:29])=[CH:24][CH:23]=3)[C:5]2=[N:6][CH:7]=1.[C:30]([Cu])#[N:31]. Product: [C:30]([C:2]1[CH:3]=[C:4]2[C:10]([NH:11][CH2:12][C:13]3[CH:18]=[CH:17][C:16]([F:19])=[C:15]([F:20])[CH:14]=3)=[N:9][N:8]([CH2:21][C:22]3[CH:27]=[CH:26][C:25]([O:28][CH3:29])=[CH:24][CH:23]=3)[C:5]2=[N:6][CH:7]=1)#[N:31]. The catalyst class is: 77. (2) Reactant: [CH3:1][C:2]1[CH:7]=[CH:6][C:5]([C:8]2[NH:9]C(C)=CN=2)=[CH:4][C:3]=1[C:14]1[CH:19]=[CH:18][C:17]([C:20]([OH:22])=O)=[CH:16][CH:15]=1.C1C=CC2N([OH:32])N=NC=2C=1.Cl.C[N:35](C)[CH2:36][CH2:37]CN=C=NCC.[CH3:45][CH:46]([NH2:52])[CH2:47][CH:48]([CH3:51])[CH2:49][CH3:50]. Product: [CH3:45][CH:46]([NH:52][C:20]([C:17]1[CH:16]=[CH:15][C:14]([C:3]2[CH:4]=[C:5]([C:8]3[O:32][C:36]([CH3:37])=[N:35][N:9]=3)[CH:6]=[CH:7][C:2]=2[CH3:1])=[CH:19][CH:18]=1)=[O:22])[CH2:47][CH:48]([CH3:51])[CH2:49][CH3:50]. The catalyst class is: 3.